Predict the product of the given reaction. From a dataset of Forward reaction prediction with 1.9M reactions from USPTO patents (1976-2016). (1) Given the reactants [CH3:1][O:2][C:3]([C:5]1[N:6]=[C:7]([NH:10][C:11](=[O:41])[C@@H:12]([NH:21][C:22](=[O:40])[CH:23]([NH:32][C:33](OC(C)(C)C)=[O:34])[C:24]2[CH:29]=[CH:28][C:27]([S:30][CH3:31])=[CH:26][CH:25]=2)[C@H:13]([C:15]2[CH:20]=[CH:19][CH:18]=[CH:17][CH:16]=2)[CH3:14])[S:8][CH:9]=1)=[O:4].C(N(C(C)C)CC)(C)C.O=C(Cl)OC(Cl)(Cl)Cl, predict the reaction product. The product is: [CH3:1][O:2][C:3]([C:5]1[N:6]=[C:7]([NH:10][C:11](=[O:41])[C@@H:12]([N:21]2[C:22](=[O:40])[CH:23]([C:24]3[CH:25]=[CH:26][C:27]([S:30][CH3:31])=[CH:28][CH:29]=3)[NH:32][C:33]2=[O:34])[C@H:13]([C:15]2[CH:20]=[CH:19][CH:18]=[CH:17][CH:16]=2)[CH3:14])[S:8][CH:9]=1)=[O:4]. (2) Given the reactants C(OC([NH:8][C:9]1([C:14]([OH:16])=[O:15])[CH2:13][CH2:12][O:11][CH2:10]1)=O)(C)(C)C.[ClH:17], predict the reaction product. The product is: [ClH:17].[NH2:8][C:9]1([C:14]([OH:16])=[O:15])[CH2:13][CH2:12][O:11][CH2:10]1. (3) Given the reactants [F:1][C:2]1[C:3]2[CH:4]=[C:5]3[C:14]4[N:15]=[C:16]([C:19]5[C:20]([N:38]([CH3:43])[S:39]([CH3:42])(=[O:41])=[O:40])=[CH:21][C:22]6[O:26][C:25]([C:27]7[CH:32]=[CH:31][C:30]([F:33])=[CH:29][CH:28]=7)=[C:24]([C:34]([OH:36])=O)[C:23]=6[CH:37]=5)[CH:17]=[CH:18][C:13]=4[O:12][CH2:11][N:6]3[C:7]=2[CH:8]=[CH:9][CH:10]=1.C1C=CC2N(O)N=[N:50]C=2C=1.CCN=C=NCCCN(C)C.[NH4+].[Cl-], predict the reaction product. The product is: [F:1][C:2]1[C:3]2[CH:4]=[C:5]3[C:14]4[N:15]=[C:16]([C:19]5[C:20]([N:38]([CH3:43])[S:39]([CH3:42])(=[O:41])=[O:40])=[CH:21][C:22]6[O:26][C:25]([C:27]7[CH:28]=[CH:29][C:30]([F:33])=[CH:31][CH:32]=7)=[C:24]([C:34]([NH2:50])=[O:36])[C:23]=6[CH:37]=5)[CH:17]=[CH:18][C:13]=4[O:12][CH2:11][N:6]3[C:7]=2[CH:8]=[CH:9][CH:10]=1. (4) Given the reactants [Br:1][C:2]1[CH:3]=[C:4]2[C:12](=[CH:13][CH:14]=1)[N:11]([C:15]([O:17][C:18]([CH3:21])([CH3:20])[CH3:19])=[O:16])[C:10]1[CH2:9][CH2:8][CH:7]([CH3:22])[CH2:6][C:5]2=1, predict the reaction product. The product is: [Br:1][C:2]1[CH:14]=[CH:13][C:12]2[N:11]([C:15]([O:17][C:18]([CH3:21])([CH3:20])[CH3:19])=[O:16])[C:10]3[C:5]([C:4]=2[CH:3]=1)=[CH:6][C:7]([CH3:22])=[CH:8][CH:9]=3. (5) Given the reactants Cl[C:2]1[C:11]2[C:6](=[CH:7][C:8]([OH:30])=[C:9]([C:12]3[N:13]=[N:14][C:15]([N:18]([CH3:29])[CH:19]4[CH2:24][C:23]([CH3:26])([CH3:25])[NH:22][C:21]([CH3:28])([CH3:27])[CH2:20]4)=[CH:16][CH:17]=3)[CH:10]=2)[N:5]=[CH:4][CH:3]=1.[CH3:31][NH:32][CH3:33].Cl.CN1[C:40](=[O:41])CCC1, predict the reaction product. The product is: [CH:8]([OH:30])=[O:41].[CH:40]([OH:41])=[O:30].[CH3:31][N:32]([CH3:33])[C:2]1[C:11]2[C:6](=[CH:7][C:8]([OH:30])=[C:9]([C:12]3[N:13]=[N:14][C:15]([N:18]([CH3:29])[CH:19]4[CH2:24][C:23]([CH3:26])([CH3:25])[NH:22][C:21]([CH3:28])([CH3:27])[CH2:20]4)=[CH:16][CH:17]=3)[CH:10]=2)[N:5]=[CH:4][CH:3]=1. (6) Given the reactants C(=O)([O-])[O-].[Ca+2].[C:6](Cl)(Cl)=[S:7].O.[F:11][C:12]([F:21])([F:20])[C:13]1[N:18]=[C:17]([NH2:19])[CH:16]=[CH:15][CH:14]=1, predict the reaction product. The product is: [N:19]([C:17]1[CH:16]=[CH:15][CH:14]=[C:13]([C:12]([F:20])([F:11])[F:21])[N:18]=1)=[C:6]=[S:7]. (7) Given the reactants [C:1]([C:4]1[C:5]([O:26][CH3:27])=[C:6]([CH:12]2[CH2:15][N:14]([C:16]([O:18][CH2:19][C:20]3[CH:25]=[CH:24][CH:23]=[CH:22][CH:21]=3)=[O:17])[CH2:13]2)[C:7]([CH3:11])=[C:8]([Cl:10])[CH:9]=1)(=O)[CH3:2].C(O)C.[BH4-].[Na+].[NH3:33], predict the reaction product. The product is: [NH2:33][CH:1]([C:4]1[C:5]([O:26][CH3:27])=[C:6]([CH:12]2[CH2:15][N:14]([C:16]([O:18][CH2:19][C:20]3[CH:25]=[CH:24][CH:23]=[CH:22][CH:21]=3)=[O:17])[CH2:13]2)[C:7]([CH3:11])=[C:8]([Cl:10])[CH:9]=1)[CH3:2]. (8) Given the reactants [C:1]([O:5][C:6]([N:8]1[CH2:16][C:15]2[C:10](=[CH:11][CH:12]=[CH:13][CH:14]=2)[CH:9]1[C:17](O)=[O:18])=[O:7])([CH3:4])([CH3:3])[CH3:2].[F:20][C:21]1[CH:27]=[CH:26][CH:25]=[C:24]([F:28])[C:22]=1[NH2:23].O=P(Cl)(Cl)Cl, predict the reaction product. The product is: [C:1]([O:5][C:6]([N:8]1[CH2:16][C:15]2[C:10](=[CH:11][CH:12]=[CH:13][CH:14]=2)[CH:9]1[C:17](=[O:18])[NH:23][C:22]1[C:21]([F:20])=[CH:27][CH:26]=[CH:25][C:24]=1[F:28])=[O:7])([CH3:4])([CH3:2])[CH3:3]. (9) Given the reactants N[CH:2]([CH2:24][CH2:25][CH3:26])[CH2:3][CH2:4][N:5]1[C:13]([S:14][C:15]2[CH:20]=[C:19]([Cl:21])[CH:18]=[C:17]([Cl:22])[CH:16]=2)=[N:12][C:11]2[C:6]1=[N:7][CH:8]=[N:9][C:10]=2[NH2:23].[CH:27]1[C:32]([N:33]=[C:34]=[S:35])=[CH:31][C:30]2[C:36]([O:38][C:39]3([C:49]4[CH:50]=[CH:51][C:52]([OH:54])=[CH:53][C:48]=4[O:47][C:41]4[CH:42]=[C:43]([OH:46])[CH:44]=[CH:45][C:40]3=4)[C:29]=2[CH:28]=1)=[O:37].[CH3:55][CH2:56][N:57](CC)CC, predict the reaction product. The product is: [NH2:23][C:10]1[N:9]=[CH:8][N:7]=[C:6]2[C:11]=1[N:12]=[C:13]([S:14][C:15]1[CH:16]=[C:17]([Cl:22])[CH:18]=[C:19]([Cl:21])[CH:20]=1)[N:5]2[CH2:4][CH2:3][CH2:2][CH2:24][CH2:25][CH2:26][CH2:55][CH2:56][NH:57][C:34](=[S:35])[NH:33][C:32]1[CH:27]=[CH:28][C:29]([C:39]2[C:40]3[C:41]([O:47][C:48]4[C:49]=2[CH:50]=[CH:51][C:52](=[O:54])[CH:53]=4)=[CH:42][C:43]([OH:46])=[CH:44][CH:45]=3)=[C:30]([CH:31]=1)[C:36]([OH:38])=[O:37]. (10) Given the reactants Cl.C[N:3]([CH2:10][CH2:11][Cl:12])[C@H:4]([C:7]([OH:9])=[O:8])[CH2:5][SH:6].[C:13](=O)(O)[O-].[Na+], predict the reaction product. The product is: [ClH:12].[CH3:13][O:9][C:7]([CH:4]1[CH2:5][S:6][CH2:11][CH2:10][NH:3]1)=[O:8].